Predict the product of the given reaction. From a dataset of Forward reaction prediction with 1.9M reactions from USPTO patents (1976-2016). Given the reactants [NH2:1][C:2]1[NH:3][C:4](=[O:22])[C:5]2[N:11]=[C:10]([C:12]3[CH:17]=[CH:16][C:15]([O:18][CH3:19])=[C:14]([O:20][CH3:21])[CH:13]=3)[CH:9]=[CH:8][C:6]=2[N:7]=1.[C:23](O)(=[O:25])[CH3:24], predict the reaction product. The product is: [C:23]([NH:1][C:2]1[NH:3][C:4](=[O:22])[C:5]2[N:11]=[C:10]([C:12]3[CH:17]=[CH:16][C:15]([O:18][CH3:19])=[C:14]([O:20][CH3:21])[CH:13]=3)[CH:9]=[CH:8][C:6]=2[N:7]=1)(=[O:25])[CH3:24].